This data is from Forward reaction prediction with 1.9M reactions from USPTO patents (1976-2016). The task is: Predict the product of the given reaction. (1) Given the reactants Cl[C:2]1[C:3]([N+]([O-])=O)=[C:4]([N+]([O-])=O)[C:5]2[C:10]([CH:11]=1)=[CH:9][CH:8]=[CH:7][CH:6]=2.CO[C:20]1C=C(Cl)C(OC)=C[C:25]=1Cl.C(C1C(Cl)=C(C#N)C(Cl)=C(Cl)C=1Cl)#N.C1(C)C(O)=CC=CC=1.C1C(Cl)=C(N)C(Cl)=CC=1[N+]([O-])=O.ClC1C(Cl)=C(Cl)C(Cl)=C(Cl)C=1Cl.ClC1C(O)=C(Cl)C(Cl)=C(Cl)C=1Cl.C1([N+]([O-])=O)C(Cl)=C(Cl)C(Cl)=C(Cl)C=1Cl.ClC1C([O-])=C(Cl)C(Cl)=C(Cl)C=1Cl.[Na+].C1C(Cl)=C(Cl)C([N+]([O-])=O)=C(Cl)C=1Cl, predict the reaction product. The product is: [C:10]1([C:11]2[CH:2]=[CH:3][CH:4]=[CH:25][CH:20]=2)[CH:9]=[CH:8][CH:7]=[CH:6][CH:5]=1. (2) Given the reactants C1(C(=[N:14][C:15]2([C:19]([O:21][CH2:22][CH3:23])=[O:20])[CH2:17][CH:16]2[CH3:18])C2C=CC=CC=2)C=CC=CC=1.[ClH:24], predict the reaction product. The product is: [ClH:24].[NH2:14][C:15]1([C:19]([O:21][CH2:22][CH3:23])=[O:20])[CH2:17][CH:16]1[CH3:18]. (3) Given the reactants [NH2:1][C:2]1[CH:12]=[CH:11][C:5](/[CH:6]=[CH:7]/[C:8]([OH:10])=[O:9])=[CH:4][CH:3]=1.Cl[C:14]1[C:15](=[O:27])[NH:16][C:17](=[O:26])[C:18]=1[C:19]1[CH:24]=[CH:23][C:22]([Cl:25])=[CH:21][CH:20]=1.CN1CCCC1=O, predict the reaction product. The product is: [C:8](/[CH:7]=[CH:6]/[C:5]1[CH:4]=[CH:3][C:2]([NH:1][C:14]2[C:15](=[O:27])[NH:16][C:17](=[O:26])[C:18]=2[C:19]2[CH:24]=[CH:23][C:22]([Cl:25])=[CH:21][CH:20]=2)=[CH:12][CH:11]=1)([OH:10])=[O:9]. (4) The product is: [C:24]([Si:21]([CH3:23])([CH3:22])[O:1][C:2]1[CH:3]=[C:4]2[C:9](=[CH:10][C:11]=1[CH3:12])[C:8](=[O:13])[CH2:7][CH2:6][C:5]2([CH3:15])[CH3:14])([CH3:27])([CH3:26])[CH3:25]. Given the reactants [OH:1][C:2]1[CH:3]=[C:4]2[C:9](=[CH:10][C:11]=1[CH3:12])[C:8](=[O:13])[CH2:7][CH2:6][C:5]2([CH3:15])[CH3:14].N1C=CN=C1.[Si:21](Cl)([C:24]([CH3:27])([CH3:26])[CH3:25])([CH3:23])[CH3:22].O, predict the reaction product.